The task is: Predict the product of the given reaction.. This data is from Forward reaction prediction with 1.9M reactions from USPTO patents (1976-2016). Given the reactants [CH3:11][O:10][CH2:9][CH2:8][O:7][AlH2-][O:7][CH2:8][CH2:9][O:10][CH3:11].[Na+].C1[CH2:17][O:16][CH2:15][CH2:14]1.[CH3:18][O:19][CH2:20][CH2:21][O:22][CH3:23], predict the reaction product. The product is: [CH2:8]1[O:7][CH2:14][CH2:15][O:16][CH2:17][CH2:23][O:22][CH2:21][CH2:20][O:19][CH2:18][CH2:11][O:10][CH2:9]1.[C:11]1(=[O:19])[O:10][C@@H:9]([CH2:8][OH:7])[C@H:15]([OH:16])[CH2:14]1.